From a dataset of Full USPTO retrosynthesis dataset with 1.9M reactions from patents (1976-2016). Predict the reactants needed to synthesize the given product. (1) Given the product [CH3:3][CH:2]([C:4]1[CH:9]=[C:8]([N:10]2[CH2:14][CH2:13][CH2:12][CH2:11]2)[CH:7]=[CH:6][C:5]=1[CH2:15][N:16]1[CH2:17][CH2:18][NH:19][CH2:20][CH2:21]1)[CH3:1], predict the reactants needed to synthesize it. The reactants are: [CH3:1][CH:2]([C:4]1[CH:9]=[C:8]([N:10]2[CH2:14][CH2:13][CH2:12][CH2:11]2)[CH:7]=[CH:6][C:5]=1[CH2:15][N:16]1[CH2:21][CH2:20][N:19](C(OC(C)(C)C)=O)[CH2:18][CH2:17]1)[CH3:3].CN1CCOCC1.I[Si](C)(C)C. (2) Given the product [CH3:1][O:2][C:3]1[CH:4]=[C:5]2[C:8](=[CH:9][C:10]=1[O:11][CH3:12])[C@@H:7]([CH2:13][N:14]([CH3:15])[CH2:17][CH2:18][CH2:19][N:20]1[C:28](=[O:29])[C:27]3[C:22](=[CH:23][CH:24]=[CH:25][CH:26]=3)[C:21]1=[O:30])[CH2:6]2, predict the reactants needed to synthesize it. The reactants are: [CH3:1][O:2][C:3]1[CH:4]=[C:5]2[C:8](=[CH:9][C:10]=1[O:11][CH3:12])[C@@H:7]([CH2:13][NH:14][CH3:15])[CH2:6]2.Br[CH2:17][CH2:18][CH2:19][N:20]1[C:28](=[O:29])[C:27]2[C:22](=[CH:23][CH:24]=[CH:25][CH:26]=2)[C:21]1=[O:30].C(=O)([O-])[O-].[K+].[K+]. (3) Given the product [CH3:36][C:2]1([CH3:1])[C:26]2[C:6]([CH:7]=[C:8]3[C:25]=2[CH:24]=[C:23]2[C:10]([C:11]4[CH:12]=[CH:13][CH:14]=[CH:15][C:16]=4[C:17]4[CH:18]=[C:19]([C:38]5[CH:39]=[CH:40][C:41]([N:44]([C:57]6[CH:62]=[CH:61][C:60]([C:63]7[CH:64]=[CH:65][C:66]8[N:67]([C:76]9[CH:81]=[CH:80][CH:79]=[CH:78][CH:77]=9)[C:68]9[C:73]([C:74]=8[CH:75]=7)=[CH:72][CH:71]=[CH:70][CH:69]=9)=[CH:59][CH:58]=6)[C:45]6[CH:46]=[CH:47][C:48]([C:51]7[CH:52]=[CH:53][CH:54]=[CH:55][CH:56]=7)=[CH:49][CH:50]=6)=[CH:42][CH:43]=5)[CH:20]=[CH:21][C:22]=42)=[CH:9]3)=[CH:5][CH:4]=[CH:3]1, predict the reactants needed to synthesize it. The reactants are: [CH3:1][C:2]1([CH3:36])[C:26]2[C:6]([CH:7]=[C:8]3[C:25]=2[CH:24]=[C:23]2[C:10]([C:11]4[CH:12]=[CH:13][CH:14]=[CH:15][C:16]=4[C:17]4[CH:18]=[C:19](B5OC(C)(C)C(C)(C)O5)[CH:20]=[CH:21][C:22]=42)=[CH:9]3)=[CH:5][CH:4]=[CH:3]1.Br[C:38]1[CH:43]=[CH:42][C:41]([N:44]([C:57]2[CH:62]=[CH:61][C:60]([C:63]3[CH:64]=[CH:65][C:66]4[N:67]([C:76]5[CH:81]=[CH:80][CH:79]=[CH:78][CH:77]=5)[C:68]5[C:73]([C:74]=4[CH:75]=3)=[CH:72][CH:71]=[CH:70][CH:69]=5)=[CH:59][CH:58]=2)[C:45]2[CH:50]=[CH:49][C:48]([C:51]3[CH:56]=[CH:55][CH:54]=[CH:53][CH:52]=3)=[CH:47][CH:46]=2)=[CH:40][CH:39]=1.C([O-])([O-])=O.[Na+].[Na+].CCO. (4) Given the product [CH3:15][O:12][C:7]1[CH:6]=[CH:5][CH:4]=[C:3]2[C:8]=1[CH:9]=[CH:10][CH:11]=[C:2]2[NH2:1], predict the reactants needed to synthesize it. The reactants are: [NH2:1][C:2]1[CH:11]=[CH:10][CH:9]=[C:8]2[C:3]=1[CH:4]=[CH:5][CH:6]=[C:7]2[OH:12].[H-].[Na+].[CH3:15]I. (5) Given the product [F:1][C:2]1[CH:10]=[C:9]2[C:5]([C:6]([Sn:21]([CH2:23][CH2:24][CH2:25][CH3:26])([CH2:27][CH2:28][CH2:29][CH3:30])[CH2:17][CH2:18][CH2:19][CH3:20])=[N:7][NH:8]2)=[CH:4][CH:3]=1, predict the reactants needed to synthesize it. The reactants are: [F:1][C:2]1[CH:10]=[C:9]2[C:5]([C:6](I)=[N:7][NH:8]2)=[CH:4][CH:3]=1.C([Mg]Cl)(C)C.[CH2:17]([Sn:21]([CH2:27][CH2:28][CH2:29][CH3:30])([CH2:23][CH2:24][CH2:25][CH3:26])Cl)[CH2:18][CH2:19][CH3:20]. (6) Given the product [CH2:18]([NH:22][C:23](=[O:33])[C:24]1[CH:29]=[CH:28][C:27]([NH:30][C:8](=[O:9])[CH3:7])=[CH:26][CH:25]=1)[CH2:19][CH2:20][CH3:21], predict the reactants needed to synthesize it. The reactants are: [N+](C1C=C[C:7]([C:8](Cl)=[O:9])=CC=1)([O-])=O.C(N)CCC.[CH2:18]([NH:22][C:23](=[O:33])[C:24]1[CH:29]=[CH:28][C:27]([N+:30]([O-])=O)=[CH:26][CH:25]=1)[CH2:19][CH2:20][CH3:21]. (7) Given the product [NH:1]([C:38]([O:40][C:41]([CH3:43])([CH3:42])[CH3:44])=[O:39])[C@@H:2]([C:12]([NH:14][C@H:15]([C:20]([N:22]1[CH2:37][CH2:36][CH2:35][CH2:34][CH:23]1[C:24]([OH:26])=[O:25])=[O:21])[C@H:16]([CH2:18][CH3:19])[CH3:17])=[O:13])[CH2:3][C:4]1[CH:9]=[CH:8][C:7]([O:10][CH3:11])=[CH:6][CH:5]=1, predict the reactants needed to synthesize it. The reactants are: [NH:1]([C:38]([O:40][C:41]([CH3:44])([CH3:43])[CH3:42])=[O:39])[C@@H:2]([C:12]([NH:14][C@H:15]([C:20]([N:22]1[CH2:37][CH2:36][CH2:35][CH2:34][CH:23]1[C:24]([O:26]CC1C=CC=CC=1)=[O:25])=[O:21])[C@H:16]([CH2:18][CH3:19])[CH3:17])=[O:13])[CH2:3][C:4]1[CH:9]=[CH:8][C:7]([O:10][CH3:11])=[CH:6][CH:5]=1.